Dataset: Reaction yield outcomes from USPTO patents with 853,638 reactions. Task: Predict the reaction yield, written as a fraction of the theoretical maximum amount of product (1.0 means a 100% yield; for example, 0.34 means a 34% yield). The reactants are [CH2:1]([O:8][C:9]1[CH:10]=[CH:11][C:12]([C:15]2[N:19]([C:20]3[CH:21]=[N:22][C:23]([O:26][CH3:27])=[CH:24][CH:25]=3)[N:18]=[C:17]([C:28](O)=[O:29])[CH:16]=2)=[N:13][CH:14]=1)[C:2]1[CH:7]=[CH:6][CH:5]=[CH:4][CH:3]=1.[CH2:31]([NH:33][CH3:34])[CH3:32]. No catalyst specified. The product is [CH2:31]([N:33]([CH3:34])[C:28]([C:17]1[CH:16]=[C:15]([C:12]2[CH:11]=[CH:10][C:9]([O:8][CH2:1][C:2]3[CH:7]=[CH:6][CH:5]=[CH:4][CH:3]=3)=[CH:14][N:13]=2)[N:19]([C:20]2[CH:21]=[N:22][C:23]([O:26][CH3:27])=[CH:24][CH:25]=2)[N:18]=1)=[O:29])[CH3:32]. The yield is 0.950.